This data is from Full USPTO retrosynthesis dataset with 1.9M reactions from patents (1976-2016). The task is: Predict the reactants needed to synthesize the given product. (1) The reactants are: FC(F)(F)C(O)=O.[NH2:8][C@@H:9]([CH2:14][C:15]1[CH:20]=[CH:19][C:18]([CH:21]2[S:25](=[O:27])(=[O:26])[NH:24][C:23](=[O:28])[CH2:22]2)=[C:17]([F:29])[CH:16]=1)[C:10]([O:12]C)=[O:11].[C:30]([O:34][C:35](O[C:35]([O:34][C:30]([CH3:33])([CH3:32])[CH3:31])=[O:36])=[O:36])([CH3:33])([CH3:32])[CH3:31].C(N(CC)CC)C. Given the product [C:30]([O:34][C:35]([NH:8][C@@H:9]([CH2:14][C:15]1[CH:20]=[CH:19][C:18]([CH:21]2[S:25](=[O:27])(=[O:26])[NH:24][C:23](=[O:28])[CH2:22]2)=[C:17]([F:29])[CH:16]=1)[C:10]([OH:12])=[O:11])=[O:36])([CH3:33])([CH3:32])[CH3:31], predict the reactants needed to synthesize it. (2) The reactants are: [CH2:1]([N:3]1[C:7](=[O:8])[N:6]([C:9]2[CH:14]=[CH:13][C:12]([N:15]3[CH2:20][CH2:19][N:18]([C:21]4[CH:26]=[CH:25][C:24]([O:27]C)=[CH:23][CH:22]=4)[CH2:17][CH2:16]3)=[CH:11][CH:10]=2)[CH:5]=[N:4]1)[CH3:2]. Given the product [CH2:1]([N:3]1[C:7](=[O:8])[N:6]([C:9]2[CH:10]=[CH:11][C:12]([N:15]3[CH2:16][CH2:17][N:18]([C:21]4[CH:22]=[CH:23][C:24]([OH:27])=[CH:25][CH:26]=4)[CH2:19][CH2:20]3)=[CH:13][CH:14]=2)[CH:5]=[N:4]1)[CH3:2], predict the reactants needed to synthesize it. (3) Given the product [CH:22]([N:21]([CH:25]([CH3:26])[CH3:27])[CH2:20][CH2:19][C@@H:18]([C:13]1[CH:12]=[C:11]([CH2:10][CH2:9][O:8][C:7]2[CH:6]=[CH:5][C:4]([CH2:3][CH2:2][NH:1][CH2:40][C:39]3[CH:42]=[CH:43][CH:44]=[C:37]([OH:36])[CH:38]=3)=[CH:35][CH:34]=2)[CH:16]=[CH:15][C:14]=1[OH:17])[C:28]1[CH:29]=[CH:30][CH:31]=[CH:32][CH:33]=1)([CH3:24])[CH3:23], predict the reactants needed to synthesize it. The reactants are: [NH2:1][CH2:2][CH2:3][C:4]1[CH:35]=[CH:34][C:7]([O:8][CH2:9][CH2:10][C:11]2[CH:16]=[CH:15][C:14]([OH:17])=[C:13]([C@@H:18]([C:28]3[CH:33]=[CH:32][CH:31]=[CH:30][CH:29]=3)[CH2:19][CH2:20][N:21]([CH:25]([CH3:27])[CH3:26])[CH:22]([CH3:24])[CH3:23])[CH:12]=2)=[CH:6][CH:5]=1.[OH:36][C:37]1[CH:38]=[C:39]([CH:42]=[CH:43][CH:44]=1)[CH:40]=O.S([O-])([O-])(=O)=O.[Mg+2].[BH4-].[Na+]. (4) Given the product [Cl:16][C:14]1[N:15]=[C:11]([C:9]([NH:8][C@H:7]2[CH2:6][CH2:5][N:4]([C:19]3[S:20][C:21]4[C:27]([C:28]([O:30][CH2:31][CH3:32])=[O:29])=[CH:26][CH:25]=[CH:24][C:22]=4[N:23]=3)[CH2:3][C@H:2]2[NH:1][CH2:33][CH2:34][CH3:35])=[O:10])[NH:12][C:13]=1[CH2:17][CH3:18], predict the reactants needed to synthesize it. The reactants are: [NH2:1][C@H:2]1[C@@H:7]([NH:8][C:9]([C:11]2[NH:12][C:13]([CH2:17][CH3:18])=[C:14]([Cl:16])[N:15]=2)=[O:10])[CH2:6][CH2:5][N:4]([C:19]2[S:20][C:21]3[C:27]([C:28]([O:30][CH2:31][CH3:32])=[O:29])=[CH:26][CH:25]=[CH:24][C:22]=3[N:23]=2)[CH2:3]1.[CH:33](=O)[CH2:34][CH3:35].C(O[BH-](OC(=O)C)OC(=O)C)(=O)C.[Na+]. (5) Given the product [C:37]([NH:30][S:29]([C:26]1[CH:25]=[CH:24][C:23]([CH2:22][N:8]([CH2:7][CH2:6][C:5]2[CH:4]=[CH:3][C:2]([Br:1])=[CH:34][CH:33]=2)[CH:9]2[CH2:10][CH2:11][N:12]([C:15]([O:17][C:18]([CH3:21])([CH3:20])[CH3:19])=[O:16])[CH2:13][CH2:14]2)=[CH:28][CH:27]=1)(=[O:32])=[O:31])(=[O:39])[CH3:38], predict the reactants needed to synthesize it. The reactants are: [Br:1][C:2]1[CH:34]=[CH:33][C:5]([CH2:6][CH2:7][N:8]([CH2:22][C:23]2[CH:28]=[CH:27][C:26]([S:29](=[O:32])(=[O:31])[NH2:30])=[CH:25][CH:24]=2)[CH:9]2[CH2:14][CH2:13][N:12]([C:15]([O:17][C:18]([CH3:21])([CH3:20])[CH3:19])=[O:16])[CH2:11][CH2:10]2)=[CH:4][CH:3]=1.[H-].[Na+].[C:37](Cl)(=[O:39])[CH3:38]. (6) Given the product [CH2:28]([NH:36][C:23]([N:16]1[CH2:17][CH2:18][C:11]2([C:10](=[O:19])[N:9]([C:6]3[CH:5]=[CH:4][C:3]([CH2:1][CH3:2])=[CH:8][CH:7]=3)[CH2:13][CH2:12]2)[CH2:14][CH2:15]1)=[O:22])[CH2:29][C:30]1[CH:35]=[CH:34][CH:33]=[CH:32][CH:31]=1, predict the reactants needed to synthesize it. The reactants are: [CH2:1]([C:3]1[CH:8]=[CH:7][C:6]([N:9]2[CH2:13][CH2:12][C:11]3([CH2:18][CH2:17][NH:16][CH2:15][CH2:14]3)[C:10]2=[O:19])=[CH:5][CH:4]=1)[CH3:2].O=C(Cl)[O:22][C:23](Cl)(Cl)Cl.[CH2:28]([NH2:36])[CH2:29][C:30]1[CH:35]=[CH:34][CH:33]=[CH:32][CH:31]=1. (7) Given the product [Cl:1][C:2]1[CH:28]=[C:27]([Cl:29])[CH:26]=[CH:25][C:3]=1[CH2:4][N:5]1[C:9]([CH2:10][CH2:11][C:12]([OH:14])=[O:13])=[CH:8][C:7]([O:17][CH2:18][C:19]2[CH:24]=[CH:23][CH:22]=[CH:21][N:20]=2)=[N:6]1, predict the reactants needed to synthesize it. The reactants are: [Cl:1][C:2]1[CH:28]=[C:27]([Cl:29])[CH:26]=[CH:25][C:3]=1[CH2:4][N:5]1[C:9]([CH2:10][CH2:11][C:12]([O:14]CC)=[O:13])=[CH:8][C:7]([O:17][CH2:18][C:19]2[CH:24]=[CH:23][CH:22]=[CH:21][N:20]=2)=[N:6]1.[OH-].[Na+].O1CCCC1. (8) The reactants are: [CH3:1][C:2]1[CH:7]=[CH:6][C:5]([CH3:8])=[CH:4][C:3]=1[C:9]1[N:10]=[C:11]([N:29]2[CH2:34][CH2:33][N:32](C(OC(C)(C)C)=O)[CH2:31][C@H:30]2[CH3:42])[C:12]2[CH2:18][N:17]([C:19]3[CH:24]=[C:23]([CH:25]([CH3:27])[CH3:26])[CH:22]=[CH:21][C:20]=3[CH3:28])[CH2:16][CH2:15][C:13]=2[N:14]=1.C(O)(C(F)(F)F)=O. Given the product [CH3:1][C:2]1[CH:7]=[CH:6][C:5]([CH3:8])=[CH:4][C:3]=1[C:9]1[N:10]=[C:11]([N:29]2[CH2:34][CH2:33][NH:32][CH2:31][C@H:30]2[CH3:42])[C:12]2[CH2:18][N:17]([C:19]3[CH:24]=[C:23]([CH:25]([CH3:27])[CH3:26])[CH:22]=[CH:21][C:20]=3[CH3:28])[CH2:16][CH2:15][C:13]=2[N:14]=1, predict the reactants needed to synthesize it.